From a dataset of Full USPTO retrosynthesis dataset with 1.9M reactions from patents (1976-2016). Predict the reactants needed to synthesize the given product. (1) The reactants are: [N:1]1[C:10]2[C:5](=[CH:6][C:7]([O:11][CH:12]([CH2:16][CH3:17])[C:13]([OH:15])=O)=[CH:8][CH:9]=2)[CH:4]=[CH:3][CH:2]=1.[NH2:18][C:19]([CH3:32])([CH3:31])[C:20]#[C:21][CH2:22][O:23][Si:24]([C:27]([CH3:30])([CH3:29])[CH3:28])([CH3:26])[CH3:25].Cl.CN(C)CCCN=C=NCC.CCCCCC.C(OCC)(=O)C. Given the product [N:1]1[C:10]2[C:5](=[CH:6][C:7]([O:11][CH:12]([CH2:16][CH3:17])[C:13]([NH:18][C:19]([CH3:32])([CH3:31])[C:20]#[C:21][CH2:22][O:23][Si:24]([C:27]([CH3:30])([CH3:29])[CH3:28])([CH3:25])[CH3:26])=[O:15])=[CH:8][CH:9]=2)[CH:4]=[CH:3][CH:2]=1, predict the reactants needed to synthesize it. (2) Given the product [Br:24][C:21]1[CH:22]=[CH:23][C:18]([NH:17][C:8]2[C:7]3[C:12](=[CH:13][C:14]([O:15][CH3:16])=[C:5]([OH:4])[CH:6]=3)[N:11]=[CH:10][N:9]=2)=[C:19]([F:25])[CH:20]=1, predict the reactants needed to synthesize it. The reactants are: C([O:4][C:5]1[CH:6]=[C:7]2[C:12](=[CH:13][C:14]=1[O:15][CH3:16])[N:11]=[CH:10][N:9]=[C:8]2[NH:17][C:18]1[CH:23]=[CH:22][C:21]([Br:24])=[CH:20][C:19]=1[F:25])(=O)C.[OH-].[Na+].Cl. (3) Given the product [C:3]1([S:13][CH2:16][CH2:15][C:14]([O:18][CH3:19])=[O:17])[C:12]2[C:7](=[CH:8][CH:9]=[CH:10][CH:11]=2)[CH:6]=[CH:5][CH:4]=1, predict the reactants needed to synthesize it. The reactants are: N#N.[C:3]1([SH:13])[C:12]2[C:7](=[CH:8][CH:9]=[CH:10][CH:11]=2)[CH:6]=[CH:5][CH:4]=1.[C:14]([O:18][CH3:19])(=[O:17])[CH:15]=[CH2:16]. (4) Given the product [N:42]1([C:48](=[O:73])[CH2:49][O:50][C:51](=[O:72])[C@@:52]([CH2:70][OH:71])([CH3:69])[CH2:53][C@H:54]([NH:68][C:6]([C:4]2[NH:3][N:2]=[N:1][CH:5]=2)=[O:8])[CH2:55][C:56]2[CH:61]=[CH:60][C:59]([C:62]3[CH:63]=[CH:64][CH:65]=[CH:66][CH:67]=3)=[CH:58][CH:57]=2)[CH2:47][CH2:46][O:45][CH2:44][CH2:43]1, predict the reactants needed to synthesize it. The reactants are: [NH:1]1[CH:5]=[C:4]([C:6]([OH:8])=O)[N:3]=[N:2]1.CCN(C(C)C)C(C)C.CN(C(ON1N=NC2C=CC=NC1=2)=[N+](C)C)C.F[P-](F)(F)(F)(F)F.[N:42]1([C:48](=[O:73])[CH2:49][O:50][C:51](=[O:72])[C@@:52]([CH2:70][OH:71])([CH3:69])[CH2:53][C@H:54]([NH2:68])[CH2:55][C:56]2[CH:61]=[CH:60][C:59]([C:62]3[CH:67]=[CH:66][CH:65]=[CH:64][CH:63]=3)=[CH:58][CH:57]=2)[CH2:47][CH2:46][O:45][CH2:44][CH2:43]1.